Dataset: Catalyst prediction with 721,799 reactions and 888 catalyst types from USPTO. Task: Predict which catalyst facilitates the given reaction. (1) Reactant: [Cl:1][C:2]1[CH:3]=[C:4]([NH:8][C:9]2[N:10]([C:18]3[CH:23]=[CH:22][C:21]([Cl:24])=[CH:20][CH:19]=3)[N:11]=[C:12]3[C:17]=2[CH:16]=[CH:15][CH:14]=[CH:13]3)[CH:5]=[CH:6][CH:7]=1.[CH:25]1([N:31]=[C:32]=[O:33])[CH2:30][CH2:29][CH2:28][CH2:27][CH2:26]1. Product: [Cl:1][C:2]1[CH:3]=[C:4]([N:8]([C:9]2[N:10]([C:18]3[CH:19]=[CH:20][C:21]([Cl:24])=[CH:22][CH:23]=3)[N:11]=[C:12]3[C:17]=2[CH:16]=[CH:15][CH:14]=[CH:13]3)[C:32]([NH:31][CH:25]2[CH2:30][CH2:29][CH2:28][CH2:27][CH2:26]2)=[O:33])[CH:5]=[CH:6][CH:7]=1. The catalyst class is: 11. (2) Reactant: [CH:1]1([C:6]([O:8][CH3:9])=[O:7])[CH2:5][CH2:4][CH2:3][CH2:2]1.[Li+].CC([N-]C(C)C)C.[Cl:18][C:19]([CH2:21]Cl)=[CH2:20]. Product: [Cl:18][C:19](=[CH2:20])[CH2:21][C:1]1([C:6]([O:8][CH3:9])=[O:7])[CH2:5][CH2:4][CH2:3][CH2:2]1. The catalyst class is: 1. (3) Reactant: [Cl:1][C:2]1[CH:24]=[C:23]([O:25][CH3:26])[CH:22]=[C:21]([Cl:27])[C:3]=1[CH2:4][CH:5]1[CH2:9][CH2:8][N:7]([CH:10]2[CH2:19][CH2:18][C:13]3(OCC[O:14]3)[CH2:12][CH2:11]2)[C:6]1=[O:20].O.C1(C)C=CC(S(O)(=O)=O)=CC=1.Cl. Product: [Cl:1][C:2]1[CH:24]=[C:23]([O:25][CH3:26])[CH:22]=[C:21]([Cl:27])[C:3]=1[CH2:4][CH:5]1[CH2:9][CH2:8][N:7]([CH:10]2[CH2:11][CH2:12][C:13](=[O:14])[CH2:18][CH2:19]2)[C:6]1=[O:20]. The catalyst class is: 21. (4) Reactant: [NH2:1][C:2]1[CH:3]=[C:4]([CH:14]=[CH:15][CH:16]=1)[CH2:5][N:6]1[S:10](=[O:12])(=[O:11])[NH:9][C:8](=[O:13])[CH2:7]1.[C:17](OC(=O)C)(=[O:19])[CH3:18].O. Product: [O:11]=[S:10]1(=[O:12])[NH:9][C:8](=[O:13])[CH2:7][N:6]1[CH2:5][C:4]1[CH:3]=[C:2]([NH:1][C:17](=[O:19])[CH3:18])[CH:16]=[CH:15][CH:14]=1. The catalyst class is: 15. (5) Reactant: [CH3:1][N:2]([CH3:15])[C:3]1[CH:8]=[CH:7][C:6]([C:9]2[CH:14]=[CH:13][N:12]=[CH:11][CH:10]=2)=[CH:5][CH:4]=1.[CH2:16]([I:19])[CH2:17][CH3:18].C(OCC)C. Product: [I-:19].[CH3:1][N:2]([CH3:15])[C:3]1[CH:4]=[CH:5][C:6]([C:9]2[CH:10]=[CH:11][N+:12]([CH2:16][CH2:17][CH3:18])=[CH:13][CH:14]=2)=[CH:7][CH:8]=1. The catalyst class is: 10. (6) Reactant: [CH2:1]([O:4][C:5]([N:7]([CH2:17][C:18]1([CH2:31][C:32]2[CH:33]=[N:34][C:35](Cl)=[CH:36][CH:37]=2)[CH2:23][CH2:22][N:21]([C:24]([O:26][C:27]([CH3:30])([CH3:29])[CH3:28])=[O:25])[CH2:20][CH2:19]1)[C@@H:8]1[CH2:10][C@H:9]1[C:11]1[CH:16]=[CH:15][CH:14]=[CH:13][CH:12]=1)=[O:6])[CH:2]=[CH2:3].[CH3:39][O-:40].[Na+]. Product: [CH2:1]([O:4][C:5]([N:7]([CH2:17][C:18]1([CH2:31][C:32]2[CH:33]=[N:34][C:35]([O:40][CH3:39])=[CH:36][CH:37]=2)[CH2:23][CH2:22][N:21]([C:24]([O:26][C:27]([CH3:30])([CH3:29])[CH3:28])=[O:25])[CH2:20][CH2:19]1)[C@@H:8]1[CH2:10][C@H:9]1[C:11]1[CH:16]=[CH:15][CH:14]=[CH:13][CH:12]=1)=[O:6])[CH:2]=[CH2:3]. The catalyst class is: 100. (7) Reactant: [C:1]([CH:4]([C:7]1[CH:12]=[CH:11][C:10]([F:13])=[CH:9][CH:8]=1)[C:5]#[N:6])(=O)[CH3:2].[CH3:14][NH:15][NH2:16]. Product: [NH2:6][C:5]1[N:15]([CH3:14])[N:16]=[C:1]([CH3:2])[C:4]=1[C:7]1[CH:12]=[CH:11][C:10]([F:13])=[CH:9][CH:8]=1. The catalyst class is: 8. (8) Reactant: [CH3:1][O:2][C:3](=[O:22])[NH:4][C:5]1[C:6]([NH2:21])=[N:7][C:8]([C:12]2[C:20]3[C:15](=[N:16][CH:17]=[CH:18][CH:19]=3)[NH:14][N:13]=2)=[N:9][C:10]=1[NH2:11].CS(O[CH2:28][CH:29]1[CH2:35][CH2:34][CH2:33][CH2:32][CH2:31][CH2:30]1)(=O)=O.C(=O)([O-])[O-].[Cs+].[Cs+].Cl. Product: [CH3:1][O:2][C:3](=[O:22])[NH:4][C:5]1[C:10]([NH2:11])=[N:9][C:8]([C:12]2[C:20]3[C:15](=[N:16][CH:17]=[CH:18][CH:19]=3)[N:14]([CH2:28][CH:29]3[CH2:35][CH2:34][CH2:33][CH2:32][CH2:31][CH2:30]3)[N:13]=2)=[N:7][C:6]=1[NH2:21]. The catalyst class is: 9. (9) Reactant: [OH-].[Na+].Cl[C:4]1[C:9]([N:10]([CH3:35])[C:11]([C:13]2[C:14]([NH:32][CH2:33][CH3:34])=[N:15][CH:16]=[C:17]([CH2:19][CH2:20][O:21][C:22]3[C:31]4[C:26](=[CH:27][CH:28]=[CH:29][CH:30]=4)[N:25]=[CH:24][CH:23]=3)[CH:18]=2)=[O:12])=[CH:8][CH:7]=[CH:6][N:5]=1. Product: [CH2:33]([N:32]1[C:14]2[N:15]=[CH:16][C:17]([CH2:19][CH2:20][O:21][C:22]3[C:31]4[C:26](=[CH:27][CH:28]=[CH:29][CH:30]=4)[N:25]=[CH:24][CH:23]=3)=[CH:18][C:13]=2[C:11](=[O:12])[N:10]([CH3:35])[C:9]2[CH:8]=[CH:7][CH:6]=[N:5][C:4]1=2)[CH3:34]. The catalyst class is: 596. (10) Reactant: [N+:1]([C:4]1[C:9]2[NH:10][C:11]([C:17]3[CH:22]=[CH:21][CH:20]=[CH:19][N:18]=3)([C:14]([OH:16])=O)[CH2:12][O:13][C:8]=2[CH:7]=[CH:6][CH:5]=1)([O-:3])=[O:2].F[P-](F)(F)(F)(F)F.[CH3:30][N+:31](C)=C(N(C)C)ON1C2N=CC=CC=2N=N1.C(N(CC)C(C)C)(C)C.CN.C(O)C. Product: [CH3:30][NH:31][C:14]([C:11]1([C:17]2[CH:22]=[CH:21][CH:20]=[CH:19][N:18]=2)[NH:10][C:9]2[C:4]([N+:1]([O-:3])=[O:2])=[CH:5][CH:6]=[CH:7][C:8]=2[O:13][CH2:12]1)=[O:16]. The catalyst class is: 9.